Dataset: Catalyst prediction with 721,799 reactions and 888 catalyst types from USPTO. Task: Predict which catalyst facilitates the given reaction. Reactant: [Na+].[I-:2].CN[C@@H]1CCCC[C@H]1NC.Br[C:14]1[CH:19]=[CH:18][CH:17]=[CH:16][C:15]=1[CH:20]1[CH2:25][CH2:24][CH2:23][CH2:22][CH2:21]1.C(O)CCCC. Product: [I:2][C:14]1[CH:19]=[CH:18][CH:17]=[CH:16][C:15]=1[CH:20]1[CH2:25][CH2:24][CH2:23][CH2:22][CH2:21]1. The catalyst class is: 205.